Dataset: Reaction yield outcomes from USPTO patents with 853,638 reactions. Task: Predict the reaction yield, written as a fraction of the theoretical maximum amount of product (1.0 means a 100% yield; for example, 0.34 means a 34% yield). (1) The reactants are [CH:1]1([C:4]2[CH:9]=[C:8]([C:10]#[CH:11])[CH:7]=[CH:6][C:5]=2[O:12][CH:13]([F:15])[F:14])[CH2:3][CH2:2]1.Br[C:17]1[CH:22]=[CH:21][C:20]([F:23])=[C:19]([O:24][CH2:25][CH2:26][CH2:27][F:28])[CH:18]=1.N#N. The catalyst is Cl[Pd](Cl)([P](C1C=CC=CC=1)(C1C=CC=CC=1)C1C=CC=CC=1)[P](C1C=CC=CC=1)(C1C=CC=CC=1)C1C=CC=CC=1.[Cu]I.CN(C=O)C. The product is [CH:1]1([C:4]2[CH:9]=[C:8]([C:10]#[C:11][C:17]3[CH:22]=[CH:21][C:20]([F:23])=[C:19]([O:24][CH2:25][CH2:26][CH2:27][F:28])[CH:18]=3)[CH:7]=[CH:6][C:5]=2[O:12][CH:13]([F:14])[F:15])[CH2:3][CH2:2]1. The yield is 0.660. (2) The reactants are FC(F)(F)S(O[C:7]1[CH:16]=[CH:15][C:14]2[CH:13]=[CH:12][C:11](=[O:17])[N:10]([CH2:18][CH:19]=[CH2:20])[C:9]=2[N:8]=1)(=O)=O.O.[CH3:24][N:25](C=O)C. The catalyst is [C-]#N.[C-]#N.[Zn+2].C1C=CC(/C=C/C(/C=C/C2C=CC=CC=2)=O)=CC=1.C1C=CC(/C=C/C(/C=C/C2C=CC=CC=2)=O)=CC=1.C1C=CC(/C=C/C(/C=C/C2C=CC=CC=2)=O)=CC=1.[Pd].[Pd].C1(P(C2C=CC=CC=2)[C-]2C=CC=C2)C=CC=CC=1.[C-]1(P(C2C=CC=CC=2)C2C=CC=CC=2)C=CC=C1.[Fe+2]. The product is [O:17]=[C:11]1[N:10]([CH2:18][CH:19]=[CH2:20])[C:9]2[N:8]=[C:7]([C:24]#[N:25])[CH:16]=[CH:15][C:14]=2[CH:13]=[CH:12]1. The yield is 0.850. (3) The reactants are [NH2:1][C:2]1[C:11]2[C:6](=[CH:7][CH:8]=[CH:9][CH:10]=2)[CH:5]=[CH:4][C:3]=1[C:12]([OH:21])([C:17]([F:20])([F:19])[F:18])[C:13]([F:16])([F:15])[F:14].[CH3:22][C:23]([CH3:29])([CH3:28])[CH2:24][C:25](Cl)=[O:26]. No catalyst specified. The product is [CH3:22][C:23]([CH3:29])([CH3:28])[CH2:24][C:25]([NH:1][C:2]1[C:11]2[C:6](=[CH:7][CH:8]=[CH:9][CH:10]=2)[CH:5]=[CH:4][C:3]=1[C:12]([OH:21])([C:13]([F:14])([F:15])[F:16])[C:17]([F:18])([F:19])[F:20])=[O:26]. The yield is 0.0900. (4) The reactants are [CH2:1]([O:5][C:6]([N:8]1[CH2:12][C@H:11]([S:13]CC2C=CC(OC)=CC=2)[CH2:10][C@H:9]1[CH2:23][N:24]([CH2:34][C:35]([O:37]C(C)(C)C)=[O:36])[CH2:25][C:26]1[CH:31]=[C:30]([F:32])[CH:29]=[CH:28][C:27]=1[F:33])=[O:7])[CH2:2][CH2:3][CH3:4].C([SiH](CC)CC)C. The catalyst is C(O)(C(F)(F)F)=O. The product is [CH2:1]([O:5][C:6]([N:8]1[CH2:12][C@H:11]([SH:13])[CH2:10][C@H:9]1[CH2:23][N:24]([CH2:34][C:35]([OH:37])=[O:36])[CH2:25][C:26]1[CH:31]=[C:30]([F:32])[CH:29]=[CH:28][C:27]=1[F:33])=[O:7])[CH2:2][CH2:3][CH3:4]. The yield is 0.490. (5) The reactants are C1([SiH3])C=CC=CC=1.O.[N+:9](/[CH:12]=[C:13](/[C:15]1[CH:20]=[CH:19][CH:18]=[CH:17][N:16]=1)\[CH3:14])([O-:11])=[O:10]. The catalyst is CC(C)([O-])C.[Cu+].C1(C)C=CC=CC=1.C[C@H](P(C1CCCCC1)C1CCCCC1)[C]1[C](P(C2C=CC=CC=2)C2C=CC=CC=2)[CH][CH][CH]1.[CH]1[CH][CH][CH][CH]1.[Fe]. The product is [N+:9]([CH2:12][CH:13]([C:15]1[CH:20]=[CH:19][CH:18]=[CH:17][N:16]=1)[CH3:14])([O-:11])=[O:10]. The yield is 0.550. (6) The reactants are [CH3:1][N:2]([CH3:19])[S:3]([C:6]1[CH:15]=[C:14]([N+:16]([O-:18])=[O:17])[C:9]2[N:10]=[C:11]([CH3:13])[NH:12][C:8]=2[CH:7]=1)(=[O:5])=[O:4].[C:20](=O)([O-])[O-].[K+].[K+].CI. The catalyst is CC(C)=O. The product is [CH3:19][N:2]([CH3:1])[S:3]([C:6]1[CH:15]=[C:14]([N+:16]([O-:18])=[O:17])[C:9]2[N:10]=[C:11]([CH3:13])[N:12]([CH3:20])[C:8]=2[CH:7]=1)(=[O:5])=[O:4]. The yield is 0.760. (7) The reactants are [F:1][C:2]1[CH:7]=[CH:6][CH:5]=[C:4]([F:8])[C:3]=1[N:9]1[C:14]2[N:15]=[C:16](S(C)(=O)=O)[N:17]=[C:18]([C:19]3[CH:20]=[C:21]([CH:28]=[CH:29][C:30]=3[CH3:31])[C:22]([NH:24][CH2:25][CH2:26][CH3:27])=[O:23])[C:13]=2[CH2:12][NH:11][C:10]1=[O:36].[NH2:37][CH2:38][CH2:39][C:40]([OH:42])=[O:41].C(N(CC)CC)C. The catalyst is CN(C=O)C. The product is [F:1][C:2]1[CH:7]=[CH:6][CH:5]=[C:4]([F:8])[C:3]=1[N:9]1[C:14]2[N:15]=[C:16]([NH:37][CH2:38][CH2:39][C:40]([OH:42])=[O:41])[N:17]=[C:18]([C:19]3[CH:20]=[C:21]([C:22]([NH:24][CH2:25][CH2:26][CH3:27])=[O:23])[CH:28]=[CH:29][C:30]=3[CH3:31])[C:13]=2[CH2:12][NH:11][C:10]1=[O:36]. The yield is 0.430. (8) The reactants are [F:1][C:2]1([F:37])[O:6][C:5]2[CH:7]=[CH:8][C:9]([C:11]3([C:14]([NH:16][CH:17]4[C:26]5[C:21](=[CH:22][CH:23]=[CH:24][CH:25]=5)[O:20][C@@H:19]([C:27]5[CH:28]=[C:29]([CH:34]=[CH:35][CH:36]=5)[C:30](OC)=[O:31])[CH2:18]4)=[O:15])[CH2:13][CH2:12]3)=[CH:10][C:4]=2[O:3]1.CO.[BH4-].[Na+]. The catalyst is O1CCCC1. The product is [F:37][C:2]1([F:1])[O:6][C:5]2[CH:7]=[CH:8][C:9]([C:11]3([C:14]([NH:16][CH:17]4[C:26]5[C:21](=[CH:22][CH:23]=[CH:24][CH:25]=5)[O:20][C@@H:19]([C:27]5[CH:36]=[CH:35][CH:34]=[C:29]([CH2:30][OH:31])[CH:28]=5)[CH2:18]4)=[O:15])[CH2:13][CH2:12]3)=[CH:10][C:4]=2[O:3]1. The yield is 0.850.